Dataset: Reaction yield outcomes from USPTO patents with 853,638 reactions. Task: Predict the reaction yield, written as a fraction of the theoretical maximum amount of product (1.0 means a 100% yield; for example, 0.34 means a 34% yield). The reactants are [CH3:1][O:2][C:3]1[S:7][C:6]([C:8]([OH:10])=O)=[CH:5][C:4]=1[C:11]1[N:15]([CH3:16])[N:14]=[CH:13][CH:12]=1.[NH2:17][C@@H:18]([CH2:31][C:32]1[CH:37]=[CH:36][CH:35]=[CH:34][C:33]=1[C:38]([F:41])([F:40])[F:39])[CH2:19][N:20]1[C:28](=[O:29])[C:27]2[C:22](=[CH:23][CH:24]=[CH:25][CH:26]=2)[C:21]1=[O:30].C1CN([P+](Br)(N2CCCC2)N2CCCC2)CC1.F[P-](F)(F)(F)(F)F.CCN(C(C)C)C(C)C. The catalyst is C(Cl)(Cl)Cl. The product is [O:29]=[C:28]1[C:27]2[C:22](=[CH:23][CH:24]=[CH:25][CH:26]=2)[C:21](=[O:30])[N:20]1[CH2:19][C@@H:18]([NH:17][C:8]([C:6]1[S:7][C:3]([O:2][CH3:1])=[C:4]([C:11]2[N:15]([CH3:16])[N:14]=[CH:13][CH:12]=2)[CH:5]=1)=[O:10])[CH2:31][C:32]1[CH:37]=[CH:36][CH:35]=[CH:34][C:33]=1[C:38]([F:40])([F:39])[F:41]. The yield is 0.820.